This data is from Reaction yield outcomes from USPTO patents with 853,638 reactions. The task is: Predict the reaction yield, written as a fraction of the theoretical maximum amount of product (1.0 means a 100% yield; for example, 0.34 means a 34% yield). The reactants are [Cl:1][C:2]1[CH:7]=[C:6]([Cl:8])[CH:5]=[CH:4][C:3]=1[N:9]1[C:14]2=[N:15][C:16]3[CH:21]=[CH:20][CH:19]=[C:18]([CH:22]([OH:27])[C:23]([F:26])([F:25])[F:24])[C:17]=3[N:13]2[CH2:12][CH2:11][CH2:10]1.[C:28](=O)([O-])[O-].[K+].[K+].CI. The catalyst is CN(C)C=O.O. The product is [Cl:1][C:2]1[CH:7]=[C:6]([Cl:8])[CH:5]=[CH:4][C:3]=1[N:9]1[C:14]2=[N:15][C:16]3[CH:21]=[CH:20][CH:19]=[C:18]([CH:22]([O:27][CH3:28])[C:23]([F:24])([F:25])[F:26])[C:17]=3[N:13]2[CH2:12][CH2:11][CH2:10]1. The yield is 0.100.